From a dataset of Reaction yield outcomes from USPTO patents with 853,638 reactions. Predict the reaction yield, written as a fraction of the theoretical maximum amount of product (1.0 means a 100% yield; for example, 0.34 means a 34% yield). The reactants are [Br:1][C:2]1[CH:3]=[C:4]2[C:10]([OH:11])=[N:9][N:8]([CH2:12][C:13]3[CH:18]=[CH:17][C:16]([O:19][CH3:20])=[CH:15][CH:14]=3)[C:5]2=[N:6][CH:7]=1.[H-].[Na+].[CH3:23]I. The catalyst is CN(C=O)C. The product is [Br:1][C:2]1[CH:3]=[C:4]2[C:10]([O:11][CH3:23])=[N:9][N:8]([CH2:12][C:13]3[CH:18]=[CH:17][C:16]([O:19][CH3:20])=[CH:15][CH:14]=3)[C:5]2=[N:6][CH:7]=1. The yield is 0.523.